From a dataset of Full USPTO retrosynthesis dataset with 1.9M reactions from patents (1976-2016). Predict the reactants needed to synthesize the given product. (1) Given the product [C:1]([N:9]1[C:17]2[CH:16]=[CH:15][C:14]([Cl:29])=[C:13]3[CH2:18][CH2:19][N:20]([C:22]([O:24][C:25]([CH3:28])([CH3:27])[CH3:26])=[O:23])[CH2:21][CH:11]([C:12]=23)[CH2:10]1)(=[O:8])[C:2]1[CH:7]=[CH:6][CH:5]=[CH:4][CH:3]=1, predict the reactants needed to synthesize it. The reactants are: [C:1]([N:9]1[C:17]2[CH:16]=[CH:15][CH:14]=[C:13]3[CH2:18][CH2:19][N:20]([C:22]([O:24][C:25]([CH3:28])([CH3:27])[CH3:26])=[O:23])[CH2:21][CH:11]([C:12]=23)[CH2:10]1)(=[O:8])[C:2]1[CH:7]=[CH:6][CH:5]=[CH:4][CH:3]=1.[Cl:29]N1C(=O)CCC1=O.C(=O)(O)[O-].[Na+]. (2) Given the product [Cl:21][CH:22]([CH3:26])[C:23]([NH:6][CH2:5][CH2:4][C:3]1[CH:7]=[CH:8][C:9]([Cl:11])=[CH:10][C:2]=1[Cl:1])=[O:24], predict the reactants needed to synthesize it. The reactants are: [Cl:1][C:2]1[CH:10]=[C:9]([Cl:11])[CH:8]=[CH:7][C:3]=1[CH2:4][CH2:5][NH2:6].C(N(C(C)C)CC)(C)C.[Cl:21][CH:22]([CH3:26])[C:23](Cl)=[O:24]. (3) Given the product [C:12]1([CH2:11][NH:10][C:8]([C:4]2[CH:5]=[N:6][CH:7]=[C:2]([B:18]3[O:22][C:21]([CH3:24])([CH3:23])[C:20]([CH3:26])([CH3:25])[O:19]3)[CH:3]=2)=[O:9])[CH:17]=[CH:16][CH:15]=[CH:14][CH:13]=1, predict the reactants needed to synthesize it. The reactants are: Br[C:2]1[CH:3]=[C:4]([C:8]([NH:10][CH2:11][C:12]2[CH:17]=[CH:16][CH:15]=[CH:14][CH:13]=2)=[O:9])[CH:5]=[N:6][CH:7]=1.[B:18]1([B:18]2[O:22][C:21]([CH3:24])([CH3:23])[C:20]([CH3:26])([CH3:25])[O:19]2)[O:22][C:21]([CH3:24])([CH3:23])[C:20]([CH3:26])([CH3:25])[O:19]1. (4) Given the product [C:1]([OH:4])(=[O:3])[CH:2]([CH3:5])[OH:90].[C:1]([OH:4])(=[O:3])[CH2:2][OH:11], predict the reactants needed to synthesize it. The reactants are: [C:1]([O-:4])(=[O:3])[CH3:2].[CH3:5]C(CC(NC(CNC(C(NC(C(NC(C(NC(C(NC(C1NC(=O)CC1)=O)CC1NC=NC=1)=O)CC1C2C(=CC=CC=2)NC=1)=O)CO)=O)CC1C=CC(O)=CC=1)=O)=O)C(NC(C(N1C(C(NCC(N)=O)=O)CCC1)=O)CCCN=C(N)N)=[O:11])C.[OH2:90]. (5) Given the product [N-:16]1[CH:20]=[CH:19][N:18]=[CH:17]1.[CH2:4]([OH:15])[C:5]1[CH:10]=[CH:9][CH:8]=[CH:7][CH:6]=1, predict the reactants needed to synthesize it. The reactants are: N1[C:10]2[C:5](=[CH:6][CH:7]=[CH:8][CH:9]=2)[CH:4]=CC=1C(O)=O.C(N1C=CN=C1)([N:16]1[CH:20]=[CH:19][N:18]=[CH:17]1)=[O:15]. (6) Given the product [CH:31]1([O:36][CH:37]2[CH2:42][CH2:41][N:40]([C:11]([C:10]3[CH:14]=[C:15]([CH:16]=[CH:17][C:9]=3[F:8])[CH2:18][C:19]3[C:28]4[C:23](=[CH:24][CH:25]=[CH:26][CH:27]=4)[C:22](=[O:29])[NH:21][N:20]=3)=[O:12])[CH2:39][CH2:38]2)[CH2:35][CH2:34][CH2:33][CH2:32]1, predict the reactants needed to synthesize it. The reactants are: C(N(CC)CC)C.[F:8][C:9]1[CH:17]=[CH:16][C:15]([CH2:18][C:19]2[C:28]3[C:23](=[CH:24][CH:25]=[CH:26][CH:27]=3)[C:22](=[O:29])[NH:21][N:20]=2)=[CH:14][C:10]=1[C:11](O)=[O:12].Cl.[CH:31]1([O:36][CH:37]2[CH2:42][CH2:41][NH:40][CH2:39][CH2:38]2)[CH2:35][CH2:34][CH2:33][CH2:32]1.F[P-](F)(F)(F)(F)F.N1(OC(N(C)C)=[N+](C)C)C2C=CC=CC=2N=N1.